From a dataset of Reaction yield outcomes from USPTO patents with 853,638 reactions. Predict the reaction yield, written as a fraction of the theoretical maximum amount of product (1.0 means a 100% yield; for example, 0.34 means a 34% yield). (1) The reactants are Cl[C:2]1[C:11]2[C:6](=[CH:7][C:8]([O:14][CH2:15][CH2:16][CH2:17][N:18]3[CH2:23][CH2:22][O:21][CH2:20][CH2:19]3)=[C:9]([O:12][CH3:13])[CH:10]=2)[N:5]=[CH:4][N:3]=1.[CH3:24][N:25]1[C:33]2[C:28](=[CH:29][C:30]([OH:34])=[CH:31][CH:32]=2)[CH:27]=[C:26]1[CH3:35]. No catalyst specified. The product is [CH3:24][N:25]1[C:33]2[C:28](=[CH:29][C:30]([O:34][C:2]3[C:11]4[C:6](=[CH:7][C:8]([O:14][CH2:15][CH2:16][CH2:17][N:18]5[CH2:23][CH2:22][O:21][CH2:20][CH2:19]5)=[C:9]([O:12][CH3:13])[CH:10]=4)[N:5]=[CH:4][N:3]=3)=[CH:31][CH:32]=2)[CH:27]=[C:26]1[CH3:35]. The yield is 0.740. (2) The reactants are [CH3:1][C:2]1[CH:6]=[C:5]([CH3:7])[N:4]([C:8]2[N:13]=[C:12]([NH:14][C:15](=[O:17])[CH3:16])[CH:11]=[C:10]([C:18]3[CH:23]=[CH:22][CH:21]=[C:20]([CH2:24][OH:25])[CH:19]=3)[N:9]=2)[N:3]=1.C(N(C(C)C)CC)(C)C.[CH3:35][S:36](Cl)(=[O:38])=[O:37].C([O-])(O)=O.[Na+]. The catalyst is O1CCOCC1.O. The product is [C:15]([NH:14][C:12]1[N:13]=[C:8]([N:4]2[C:5]([CH3:7])=[CH:6][C:2]([CH3:1])=[N:3]2)[N:9]=[C:10]([C:18]2[CH:19]=[C:20]([CH:21]=[CH:22][CH:23]=2)[CH2:24][O:25][S:36]([CH3:35])(=[O:38])=[O:37])[CH:11]=1)(=[O:17])[CH3:16]. The yield is 0.600. (3) The reactants are Br[C:2]1[CH:3]=[N:4][CH:5]=[CH:6][CH:7]=1.[CH3:8][C@@H:9]([OH:13])[CH2:10][CH:11]=[CH2:12].C(N(CC)CC)C.C(#N)C. The catalyst is O.C([O-])(=O)C.[Pd+2].C([O-])(=O)C.C1(C)C=CC=CC=1P(C1C=CC=CC=1C)C1C=CC=CC=1C. The product is [N:4]1[CH:5]=[CH:6][CH:7]=[C:2](/[CH:12]=[CH:11]/[CH2:10][C@H:9]([OH:13])[CH3:8])[CH:3]=1. The yield is 0.652. (4) The reactants are C(OC([NH:8][C:9]1([CH3:37])[C:13]2([CH2:15][CH2:14]2)[CH2:12][N:11]([C:16]2[C:25]([O:26][CH3:27])=[C:24]3[C:19]([C:20](=[O:35])[C:21]([C:32]([OH:34])=[O:33])=[CH:22][N:23]3[C@@H:28]3[CH2:30][C@@H:29]3[F:31])=[CH:18][C:17]=2[F:36])[CH2:10]1)=O)(C)(C)C.[ClH:38]. The catalyst is C(O)(C)C. The product is [ClH:38].[NH2:8][C:9]1([CH3:37])[C:13]2([CH2:14][CH2:15]2)[CH2:12][N:11]([C:16]2[C:25]([O:26][CH3:27])=[C:24]3[C:19]([C:20](=[O:35])[C:21]([C:32]([OH:34])=[O:33])=[CH:22][N:23]3[C@@H:28]3[CH2:30][C@@H:29]3[F:31])=[CH:18][C:17]=2[F:36])[CH2:10]1. The yield is 0.920.